This data is from Catalyst prediction with 721,799 reactions and 888 catalyst types from USPTO. The task is: Predict which catalyst facilitates the given reaction. (1) Reactant: [OH:1][C@:2]1([C:9]2[CH:10]=[C:11]([S:14][C:15]3[CH:16]=[C:17]4[C:21](=[CH:22][CH:23]=3)[N:20]([CH3:24])[C:19](=[O:25])[CH2:18]4)[S:12][CH:13]=2)[CH2:7][CH2:6][O:5][C@@H:4]([CH3:8])[CH2:3]1. Product: [OH:1][C@@:2]1([C:9]2[CH:10]=[C:11]([S:14][C:15]3[CH:16]=[C:17]4[C:21](=[CH:22][CH:23]=3)[N:20]([CH3:24])[C:19](=[O:25])[CH2:18]4)[S:12][CH:13]=2)[CH2:7][CH2:6][O:5][C@H:4]([CH3:8])[CH2:3]1. The catalyst class is: 28. (2) Reactant: [Cl:1][C:2]1[CH:3]=[C:4]2[C:9](=[CH:10][CH:11]=1)[O:8][C:7](=[O:12])[CH:6]=[C:5]2[OH:13].N1C=CC=CC=1.[C:20]1([CH3:30])[CH:25]=[CH:24][C:23]([S:26](Cl)(=[O:28])=[O:27])=[CH:22][CH:21]=1. Product: [Cl:1][C:2]1[CH:11]=[CH:10][C:9]2[O:8][C:7](=[O:12])[CH:6]=[C:5]([O:13][S:26]([C:23]3[CH:24]=[CH:25][C:20]([CH3:30])=[CH:21][CH:22]=3)(=[O:28])=[O:27])[C:4]=2[CH:3]=1. The catalyst class is: 2. (3) Reactant: C([NH:4][C:5]1[CH:48]=[CH:47][N:8]([C@@H:9]2[O:46][C@H:20]([CH2:21][O:22][C:23]([C:40]3[CH:45]=[CH:44][CH:43]=[CH:42][CH:41]=3)([C:32]3[CH:37]=[CH:36][C:35]([O:38][CH3:39])=[CH:34][CH:33]=3)[C:24]3[CH:29]=[CH:28][C:27]([O:30][CH3:31])=[CH:26][CH:25]=3)[CH2:19][C@H:10]2[O:11][Si:12]([C:15]([CH3:18])([CH3:17])[CH3:16])([CH3:14])[CH3:13])[C:7](=[O:49])[N:6]=1)(=O)C. Product: [Si:12]([O:11][C@@H:10]1[CH2:19][C@@H:20]([CH2:21][O:22][C:23]([C:40]2[CH:45]=[CH:44][CH:43]=[CH:42][CH:41]=2)([C:32]2[CH:37]=[CH:36][C:35]([O:38][CH3:39])=[CH:34][CH:33]=2)[C:24]2[CH:25]=[CH:26][C:27]([O:30][CH3:31])=[CH:28][CH:29]=2)[O:46][C@H:9]1[N:8]1[CH:47]=[CH:48][C:5]([NH2:4])=[N:6][C:7]1=[O:49])([C:15]([CH3:18])([CH3:16])[CH3:17])([CH3:13])[CH3:14]. The catalyst class is: 547. (4) Reactant: O[C:2]([C:8]1[CH:9]=[N:10][N:11]2[CH2:16][C@H:15]([CH3:17])[N:14]([C:18]([O:20][C:21]([CH3:24])([CH3:23])[CH3:22])=[O:19])[CH2:13][C:12]=12)([CH3:7])[C:3]([O:5][CH3:6])=[O:4].CCN(CC)CC.CS(Cl)(=O)=O. Product: [CH3:6][O:5][C:3]([C:2]([C:8]1[CH:9]=[N:10][N:11]2[CH2:16][C@H:15]([CH3:17])[N:14]([C:18]([O:20][C:21]([CH3:22])([CH3:24])[CH3:23])=[O:19])[CH2:13][C:12]=12)=[CH2:7])=[O:4]. The catalyst class is: 2.